Dataset: Forward reaction prediction with 1.9M reactions from USPTO patents (1976-2016). Task: Predict the product of the given reaction. (1) Given the reactants I[C:2]1[CH:3]=[CH:4][C:5]2[N:6]([N:8]=[CH:9][N:10]=2)[CH:7]=1.C([Mg]Br)(C)C.CN([CH:19]=[O:20])C, predict the reaction product. The product is: [N:10]1[CH:9]=[N:8][N:6]2[CH:7]=[C:2]([CH:19]=[O:20])[CH:3]=[CH:4][C:5]=12. (2) Given the reactants [Cl:1][C:2]1[CH:3]=[C:4]([NH:19][C:20]2[C:30]3[CH:29]=[C:28]([C:31]([O:33][CH3:34])=[O:32])[CH2:27][CH2:26][N:25](CC4C=CC(OC)=CC=4)[C:24]=3[N:23]=[CH:22][N:21]=2)[CH:5]=[CH:6][C:7]=1[O:8][C:9]1[CH:14]=[CH:13][CH:12]=[C:11]([C:15]([F:18])([F:17])[F:16])[CH:10]=1.FC(F)(F)C(O)=O, predict the reaction product. The product is: [Cl:1][C:2]1[CH:3]=[C:4]([NH:19][C:20]2[C:30]3[CH:29]=[C:28]([C:31]([O:33][CH3:34])=[O:32])[CH2:27][CH2:26][NH:25][C:24]=3[N:23]=[CH:22][N:21]=2)[CH:5]=[CH:6][C:7]=1[O:8][C:9]1[CH:14]=[CH:13][CH:12]=[C:11]([C:15]([F:17])([F:16])[F:18])[CH:10]=1. (3) Given the reactants [CH3:1][O:2][C:3]([C:5]1[CH:9]=[CH:8][O:7][C:6]=1Br)=[O:4].[C:11]([O:15][C:16]([N:18]1[CH2:23][CH:22]=[C:21](B2OC(C)(C)C(C)(C)O2)[CH2:20][CH2:19]1)=[O:17])([CH3:14])([CH3:13])[CH3:12].C([O-])([O-])=O.[Na+].[Na+], predict the reaction product. The product is: [C:11]([O:15][C:16]([N:18]1[CH2:19][CH:20]=[C:21]([C:6]2[O:7][CH:8]=[CH:9][C:5]=2[C:3]([O:2][CH3:1])=[O:4])[CH2:22][CH2:23]1)=[O:17])([CH3:14])([CH3:12])[CH3:13].